Dataset: Reaction yield outcomes from USPTO patents with 853,638 reactions. Task: Predict the reaction yield, written as a fraction of the theoretical maximum amount of product (1.0 means a 100% yield; for example, 0.34 means a 34% yield). (1) The reactants are [CH2:1]([N:3]1[C:15]2[CH:14]=[CH:13][C:12]([C:16]3[N:20]([CH2:21][CH2:22][O:23]C)[C:19]4[CH:25]=[CH:26][C:27]([C:29]([OH:31])=[O:30])=[CH:28][C:18]=4[N:17]=3)=[CH:11][C:10]=2[C:9]2[C:4]1=[CH:5][CH:6]=[CH:7][CH:8]=2)[CH3:2].ClCCl.B(Br)(Br)Br.CO. The catalyst is CCCCCCC. The product is [CH2:1]([N:3]1[C:15]2[CH:14]=[CH:13][C:12]([C:16]3[N:20]([CH2:21][CH2:22][OH:23])[C:19]4[CH:25]=[CH:26][C:27]([C:29]([OH:31])=[O:30])=[CH:28][C:18]=4[N:17]=3)=[CH:11][C:10]=2[C:9]2[C:4]1=[CH:5][CH:6]=[CH:7][CH:8]=2)[CH3:2]. The yield is 0.470. (2) The yield is 0.660. The catalyst is C1COCC1. The product is [Br:22][C:16]1[C:15]([OH:18])=[CH:14][CH:13]=[C:12]2[C:17]=1[N:9]([CH2:8][CH:7]([O:6][Si:5]([C:1]([CH3:3])([CH3:4])[CH3:2])([CH3:21])[CH3:20])[CH3:19])[N:10]=[CH:11]2. The reactants are [C:1]([Si:5]([CH3:21])([CH3:20])[O:6][CH:7]([CH3:19])[CH2:8][N:9]1[C:17]2[C:12](=[CH:13][CH:14]=[C:15]([OH:18])[CH:16]=2)[CH:11]=[N:10]1)([CH3:4])([CH3:3])[CH3:2].[Br:22]N1C(=O)CCC1=O.S(=O)(O)[O-].[Na+]. (3) The reactants are C(O[C:4]([C:6]1[C:10]([I:11])=[C:9]([CH3:12])[S:8][C:7]=1[NH:13][C:14](=[O:18])[CH2:15][C:16]#[N:17])=[O:5])C.[H-].[Na+].CO. The catalyst is C1COCC1. The product is [OH:5][C:4]1[C:6]2[C:10]([I:11])=[C:9]([CH3:12])[S:8][C:7]=2[NH:13][C:14](=[O:18])[C:15]=1[C:16]#[N:17]. The yield is 0.229. (4) The reactants are B([O-])([O-])[O-].[Si+4].B([O-])([O-])[O-].B([O-])([O-])[O-].B([O-])([O-])[O-].[Si+4].[Si+4].[F:20][C:21]([F:50])([F:49])[CH2:22][C:23]([NH:25][CH2:26][C:27]1[CH:32]=[CH:31][C:30](/[CH:33]=[CH:34]/[CH:35]([C:40]2[CH:45]=[C:44]([Cl:46])[C:43]([Cl:47])=[C:42]([Cl:48])[CH:41]=2)[C:36]([F:39])([F:38])[F:37])=[CH:29][CH:28]=1)=[O:24]. The catalyst is CS(C)=O. The product is [F:49][C:21]([F:20])([F:50])[CH2:22][C:23]([NH:25][CH2:26][C:27]1[CH:32]=[CH:31][C:30](/[CH:33]=[CH:34]\[CH:35]([C:40]2[CH:41]=[C:42]([Cl:48])[C:43]([Cl:47])=[C:44]([Cl:46])[CH:45]=2)[C:36]([F:37])([F:38])[F:39])=[CH:29][CH:28]=1)=[O:24]. The yield is 0.0800. (5) The reactants are [O:1]1[C:5]2([CH2:10][CH2:9][C:8](=[O:11])[CH2:7][CH2:6]2)[O:4][CH2:3][CH2:2]1.C[Si]([N-][Si](C)(C)C)(C)C.[Na+].[O:22](S(C(F)(F)F)(=O)=O)[S:23]([C:26]([F:29])([F:28])[F:27])(=O)=[O:24]. The catalyst is CCOCC. The product is [F:27][C:26]([F:29])([F:28])[S:23]([O:11][C:8]1[CH2:7][CH2:6][C:5]2([O:4][CH2:3][CH2:2][O:1]2)[CH2:10][CH:9]=1)(=[O:24])=[O:22]. The yield is 0.650. (6) The reactants are [CH:1]([NH:4][C:5]1[N:10]=[C:9]([NH:11][CH2:12][C:13]#[CH:14])[N:8]=[C:7]([N:15]([CH3:18])[O:16][CH3:17])[N:6]=1)([CH3:3])[CH3:2].[ClH:19].C(OCC)C.Cl.CON(C)C1N=C(NCCC)N=C(NCC#C)N=1. No catalyst specified. The product is [ClH:19].[CH:1]([NH:4][C:5]1[N:10]=[C:9]([NH:11][CH2:12][C:13]#[CH:14])[N:8]=[C:7]([N:15]([CH3:18])[O:16][CH3:17])[N:6]=1)([CH3:3])[CH3:2]. The yield is 1.00. (7) No catalyst specified. The reactants are Br[C:2]1[CH:7]=[CH:6][CH:5]=[CH:4][N:3]=1.[CH2:8]([C:12]1[S:13][C:14]2[C:20]([CH3:21])=[CH:19][CH:18]=[C:17]([CH3:22])[C:15]=2[N:16]=1)[CH2:9][C:10]#[CH:11]. The product is [CH3:22][C:17]1[C:15]2[N:16]=[C:12]([CH2:8][CH2:9][C:10]#[C:11][C:2]3[CH:7]=[CH:6][CH:5]=[CH:4][N:3]=3)[S:13][C:14]=2[C:20]([CH3:21])=[CH:19][CH:18]=1. The yield is 0.180. (8) The reactants are [NH2:1][C:2]1[N:3]=[C:4]([CH3:21])[C:5]2[C:11](=S)[NH:10][C@@H:9]([C:13]3[CH:18]=[CH:17][C:16]([F:19])=[CH:15][C:14]=3[Br:20])[CH2:8][C:6]=2[N:7]=1.[NH2:22][O:23][C@H:24]1[CH2:28][N:27]([C:29]([O:31][C:32]([CH3:35])([CH3:34])[CH3:33])=[O:30])[C@H:26]([C:36]([O:38][CH3:39])=[O:37])[CH2:25]1. The catalyst is [Hg](OC(C)=O)OC(C)=O.C1(C)C=CC=CC=1. The product is [NH2:1][C:2]1[N:3]=[C:4]([CH3:21])[C:5]2=[C:6]([CH2:8][C@H:9]([C:13]3[CH:18]=[CH:17][C:16]([F:19])=[CH:15][C:14]=3[Br:20])[NH:10]/[C:11]/2=[N:22]\[O:23][C@H:24]2[CH2:28][N:27]([C:29]([O:31][C:32]([CH3:33])([CH3:34])[CH3:35])=[O:30])[C@H:26]([C:36]([O:38][CH3:39])=[O:37])[CH2:25]2)[N:7]=1. The yield is 5.70.